From a dataset of Retrosynthesis with 50K atom-mapped reactions and 10 reaction types from USPTO. Predict the reactants needed to synthesize the given product. Given the product CNC(=O)c1c(-c2ccc(F)cc2)oc2cc(N(C)S(C)(=O)=O)c(-c3nnc(-c4cc5c(F)cccc5[nH]4)o3)cc12, predict the reactants needed to synthesize it. The reactants are: CNC(=O)c1c(-c2ccc(F)cc2)oc2cc(N(C)S(C)(=O)=O)c(C(=O)NNC(=O)c3cc4c(F)cccc4[nH]3)cc12.